Dataset: Full USPTO retrosynthesis dataset with 1.9M reactions from patents (1976-2016). Task: Predict the reactants needed to synthesize the given product. (1) Given the product [Cl:1][C:2]1[N:7]=[CH:6][C:5]([CH2:8][CH:9]([NH:12][CH2:13][CH2:14][Cl:18])[C:10]#[N:11])=[CH:4][CH:3]=1, predict the reactants needed to synthesize it. The reactants are: [Cl:1][C:2]1[N:7]=[CH:6][C:5]([CH2:8][CH:9]([NH:12][CH2:13][CH2:14]O)[C:10]#[N:11])=[CH:4][CH:3]=1.S(Cl)([Cl:18])=O. (2) Given the product [CH2:1]([O:2][C:3](=[O:10])[CH:4]([C:5]1([CH3:7])[O:14][CH2:11][CH2:12][O:6]1)[CH2:8][CH3:9])[CH3:15], predict the reactants needed to synthesize it. The reactants are: [CH3:1][O:2][C:3](=[O:10])[CH:4]([CH2:8][CH3:9])[C:5]([CH3:7])=[O:6].[CH2:11]([OH:14])[CH2:12]O.[CH3:15]C1C=CC(S(O)(=O)=O)=CC=1.O. (3) Given the product [N+:38](=[CH:37][C:18]([C@@H:17]1[CH2:21][CH2:22][CH2:23][N:16]1[C:9]([O:11][C:12]([CH3:13])([CH3:14])[CH3:15])=[O:10])=[O:20])=[N-:39], predict the reactants needed to synthesize it. The reactants are: ClC(OCC(C)C)=O.[C:9]([N:16]1[CH2:23][CH2:22][CH2:21][C@H:17]1[C:18]([OH:20])=O)([O:11][C:12]([CH3:15])([CH3:14])[CH3:13])=[O:10].CCN(C(C)C)C(C)C.C[Si]([CH:37]=[N+:38]=[N-:39])(C)C.